Dataset: Forward reaction prediction with 1.9M reactions from USPTO patents (1976-2016). Task: Predict the product of the given reaction. (1) Given the reactants C[O:2][C:3](=[O:30])[C@H:4]([NH:6][C:7]([C:9]1[CH:29]=[CH:28][C:12]2[N:13]([CH3:27])[C:14]([NH:16][C:17]3[S:18][C:19]4[CH:25]=[C:24]([Cl:26])[CH:23]=[CH:22][C:20]=4[N:21]=3)=[N:15][C:11]=2[CH:10]=1)=[O:8])[CH3:5].[OH-].[Li+], predict the reaction product. The product is: [Cl:26][C:24]1[CH:23]=[CH:22][C:20]2[N:21]=[C:17]([NH:16][C:14]3[N:13]([CH3:27])[C:12]4[CH:28]=[CH:29][C:9]([C:7]([NH:6][C@H:4]([CH3:5])[C:3]([OH:30])=[O:2])=[O:8])=[CH:10][C:11]=4[N:15]=3)[S:18][C:19]=2[CH:25]=1. (2) Given the reactants [CH2:1]([C:3]1[N:7]([C:8]2[N:16]=[C:15]3[C:11]([N:12]=[C:13]([CH2:18][CH:19]4[CH2:24][CH2:23][NH:22][CH2:21][CH2:20]4)[N:14]3[CH3:17])=[C:10]([N:25]3[CH2:30][CH2:29][O:28][CH2:27][CH2:26]3)[N:9]=2)[C:6]2[CH:31]=[CH:32][CH:33]=[CH:34][C:5]=2[N:4]=1)[CH3:2].[CH:35]1([C:38](Cl)=[O:39])[CH2:37][CH2:36]1.CCN(CC)CC, predict the reaction product. The product is: [CH:35]1([C:38]([N:22]2[CH2:21][CH2:20][CH:19]([CH2:18][C:13]3[N:14]([CH3:17])[C:15]4[C:11]([N:12]=3)=[C:10]([N:25]3[CH2:26][CH2:27][O:28][CH2:29][CH2:30]3)[N:9]=[C:8]([N:7]3[C:6]5[CH:31]=[CH:32][CH:33]=[CH:34][C:5]=5[N:4]=[C:3]3[CH2:1][CH3:2])[N:16]=4)[CH2:24][CH2:23]2)=[O:39])[CH2:37][CH2:36]1. (3) The product is: [CH3:18][Si:17]([CH3:20])([CH3:19])[C:14]1[CH:15]=[C:16]2[C:11]([CH:10]=[C:4]([C:5]([O:7][CH2:8][CH3:9])=[O:6])[NH:1]2)=[CH:12][CH:13]=1. Given the reactants [N:1]([C:4](=[CH:10][C:11]1[CH:16]=[CH:15][C:14]([Si:17]([CH3:20])([CH3:19])[CH3:18])=[CH:13][CH:12]=1)[C:5]([O:7][CH2:8][CH3:9])=[O:6])=[N+]=[N-], predict the reaction product. (4) Given the reactants [CH2:1]([O:3][C:4]1[CH:9]=[CH:8][CH:7]=[C:6](F)[CH:5]=1)[CH3:2].C[Si]([N-][Si](C)(C)C)(C)C.[K+].[C:21](#[N:25])[CH:22]([CH3:24])[CH3:23], predict the reaction product. The product is: [CH2:1]([O:3][C:4]1[CH:5]=[C:6]([C:22]([CH3:24])([CH3:23])[C:21]#[N:25])[CH:7]=[CH:8][CH:9]=1)[CH3:2]. (5) Given the reactants [H-].[Na+].[O:3]=[C:4]1[C:13]2[C:8](=[CH:9][CH:10]=[CH:11][CH:12]=2)[CH2:7][C@H:6]([C:14]([O:16][CH3:17])=[O:15])[NH:5]1.Br[CH:19]([CH3:24])[C:20]([O:22][CH3:23])=[O:21], predict the reaction product. The product is: [CH3:23][O:22][C:20](=[O:21])[CH:19]([N:5]1[CH:6]([C:14]([O:16][CH3:17])=[O:15])[CH2:7][C:8]2[C:13](=[CH:12][CH:11]=[CH:10][CH:9]=2)[C:4]1=[O:3])[CH3:24]. (6) Given the reactants Cl.C[O:3][C:4]([C:6]1[CH:11]=[C:10]([Cl:12])[CH:9]=[CH:8][N:7]=1)=O.CO.[CH3:15][NH2:16], predict the reaction product. The product is: [CH3:15][NH:16][C:4]([C:6]1[CH:11]=[C:10]([Cl:12])[CH:9]=[CH:8][N:7]=1)=[O:3]. (7) Given the reactants Cl.[NH:2]1[CH2:5][CH:4]([C:6]([C:8]2[CH:13]=[CH:12][CH:11]=[CH:10][C:9]=2[C:14]([F:17])([F:16])[F:15])=[O:7])[CH2:3]1.Br[C:19]1[S:20][C:21]([C:24]2[N:25]=[N:26][N:27]([CH2:29][C:30]([O:32][CH2:33][CH3:34])=[O:31])[N:28]=2)=[CH:22][N:23]=1.CN1C(=O)CCC1.C1CCN2C(=NCCC2)CC1, predict the reaction product. The product is: [F:17][C:14]([F:15])([F:16])[C:9]1[CH:10]=[CH:11][CH:12]=[CH:13][C:8]=1[C:6]([CH:4]1[CH2:5][N:2]([C:19]2[S:20][C:21]([C:24]3[N:25]=[N:26][N:27]([CH2:29][C:30]([O:32][CH2:33][CH3:34])=[O:31])[N:28]=3)=[CH:22][N:23]=2)[CH2:3]1)=[O:7].